The task is: Predict which catalyst facilitates the given reaction.. This data is from Catalyst prediction with 721,799 reactions and 888 catalyst types from USPTO. (1) Reactant: [Cl:1][C:2]1[CH:11]=[CH:10][CH:9]=[C:8]2[C:3]=1[CH2:4][CH2:5][N:6]([C:12]([C:14]1[CH:15]=[C:16]3[C:21](=[CH:22][CH:23]=1)[N:20]1[C:24]([C:27]4[CH:32]=[CH:31][C:30]([O:33]C)=[CH:29][CH:28]=4)=[N:25][N:26]=[C:19]1[C:18](=[O:35])[NH:17]3)=[O:13])[CH2:7]2.B(Br)(Br)Br. Product: [Cl:1][C:2]1[CH:11]=[CH:10][CH:9]=[C:8]2[C:3]=1[CH2:4][CH2:5][N:6]([C:12]([C:14]1[CH:15]=[C:16]3[C:21](=[CH:22][CH:23]=1)[N:20]1[C:24]([C:27]4[CH:32]=[CH:31][C:30]([OH:33])=[CH:29][CH:28]=4)=[N:25][N:26]=[C:19]1[C:18](=[O:35])[NH:17]3)=[O:13])[CH2:7]2. The catalyst class is: 4. (2) Reactant: C([O:3][C:4]([C:6]1[C:10]([Br:11])=[CH:9][S:8][CH:7]=1)=[O:5])C.[OH-].[Na+].O. Product: [Br:11][C:10]1[C:6]([C:4]([OH:5])=[O:3])=[CH:7][S:8][CH:9]=1. The catalyst class is: 5. (3) Reactant: Cl.C(OC(=O)[C@@H](C)CC(N)CC1C=CC(C2C=CC=C(Cl)C=2)=CC=1)C.ClC(Cl)(OC(=O)OC(Cl)(Cl)Cl)Cl.[NH2:38][CH2:39][C:40]([O:42][C:43]([CH3:46])([CH3:45])[CH3:44])=[O:41].CCN(C(C)C)C(C)C.[CH2:56]([O:58][C:59](=[O:81])[C@@H:60]([CH3:80])[CH2:61][CH:62]([N:77]=[C:78]=[O:79])[CH2:63][C:64]1[CH:69]=[CH:68][C:67]([C:70]2[CH:75]=[CH:74][CH:73]=[C:72]([Cl:76])[CH:71]=2)=[CH:66][CH:65]=1)[CH3:57]. Product: [CH2:56]([O:58][C:59](=[O:81])[C@@H:60]([CH3:80])[CH2:61][CH:62]([N:77]=[C:78]=[O:79])[CH2:63][C:64]1[CH:69]=[CH:68][C:67]([C:70]2[CH:75]=[CH:74][CH:73]=[C:72]([Cl:76])[CH:71]=2)=[CH:66][CH:65]=1)[CH3:57].[CH2:56]([O:58][C:59](=[O:81])[C@@H:60]([CH3:80])[CH2:61][CH:62]([NH:77][C:78]([NH:38][CH2:39][C:40]([O:42][C:43]([CH3:46])([CH3:45])[CH3:44])=[O:41])=[O:79])[CH2:63][C:64]1[CH:69]=[CH:68][C:67]([C:70]2[CH:75]=[CH:74][CH:73]=[C:72]([Cl:76])[CH:71]=2)=[CH:66][CH:65]=1)[CH3:57]. The catalyst class is: 3. (4) Reactant: [Cl:1][C:2]1[CH:9]=[CH:8][C:5]([C:6]#[N:7])=[CH:4][CH:3]=1.Cl.[NH2:11][OH:12].C(N(C(C)C)C(C)C)C. Product: [Cl:1][C:2]1[CH:9]=[CH:8][C:5]([C:6](=[N:11][OH:12])[NH2:7])=[CH:4][CH:3]=1. The catalyst class is: 8. (5) Reactant: [C:1]([O:5][C:6]([NH:8][C@H:9]([C:23]([O-:25])=[O:24])[CH2:10][C@H:11]([CH2:15][C:16]1[CH:21]=[CH:20][C:19]([OH:22])=[CH:18][CH:17]=1)[C:12]([O-:14])=[O:13])=[O:7])([CH3:4])([CH3:3])[CH3:2].CC1C=CC(S(O[C@H:37]2[CH2:42][O:41][C@@H:40]([C:43]3[CH:48]=[CH:47][CH:46]=[CH:45][CH:44]=3)[O:39][CH2:38]2)(=O)=O)=CC=1.C(=O)([O-])[O-].[K+].[K+]. Product: [C:1]([O:5][C:6]([NH:8][C@H:9]([C:23]([O:25][C:11]([CH3:15])([CH3:12])[CH3:10])=[O:24])[CH2:10][C@H:11]([CH2:15][C:16]1[CH:17]=[CH:18][C:19]([O:22][C@@H:37]2[CH2:38][O:39][C@@H:40]([C:43]3[CH:44]=[CH:45][CH:46]=[CH:47][CH:48]=3)[O:41][CH2:42]2)=[CH:20][CH:21]=1)[C:12]([O:14][C:1]([CH3:4])([CH3:3])[CH3:2])=[O:13])=[O:7])([CH3:4])([CH3:2])[CH3:3]. The catalyst class is: 6.